From a dataset of Reaction yield outcomes from USPTO patents with 853,638 reactions. Predict the reaction yield, written as a fraction of the theoretical maximum amount of product (1.0 means a 100% yield; for example, 0.34 means a 34% yield). (1) The reactants are [CH2:1]([O:3][C:4]1[CH:14]=[C:13]([CH2:15][C:16]([NH:18][C@H:19]([C:24]2[CH:29]=[CH:28][CH:27]=[CH:26][C:25]=2[N:30]2[CH2:35][CH2:34][CH2:33][CH2:32][CH2:31]2)[CH2:20][CH:21]([CH3:23])[CH3:22])=[O:17])[CH:12]=[CH:11][C:5]=1[C:6]([O:8]CC)=[O:7])[CH3:2].[OH-].[Na+].Cl. The catalyst is CO.O. The product is [CH3:2][CH2:1][O:3][C:4]1[CH:14]=[C:13]([CH2:15][C:16]([NH:18][C@H:19]([C:24]2[CH:29]=[CH:28][CH:27]=[CH:26][C:25]=2[N:30]2[CH2:35][CH2:34][CH2:33][CH2:32][CH2:31]2)[CH2:20][CH:21]([CH3:23])[CH3:22])=[O:17])[CH:12]=[CH:11][C:5]=1[C:6]([OH:8])=[O:7]. The yield is 0.832. (2) The reactants are [CH2:1]([N:3]([CH2:30][CH3:31])[C:4]1[N:9]=[C:8]([NH:10][CH:11]([CH2:19][C:20]2[CH:25]=[CH:24][C:23]([OH:26])=[CH:22][CH:21]=2)[C:12]([O:14][C:15]([CH3:18])([CH3:17])[CH3:16])=[O:13])[C:7]([N+:27]([O-:29])=[O:28])=[CH:6][N:5]=1)[CH3:2].C(N(CC)CC)C.[CH3:39][N:40]([CH3:44])[C:41](Cl)=[O:42]. The catalyst is C(Cl)Cl.CN(C1C=CN=CC=1)C. The product is [CH2:30]([N:3]([CH2:1][CH3:2])[C:4]1[N:9]=[C:8]([NH:10][CH:11]([CH2:19][C:20]2[CH:21]=[CH:22][C:23]([O:26][C:41](=[O:42])[N:40]([CH3:44])[CH3:39])=[CH:24][CH:25]=2)[C:12]([O:14][C:15]([CH3:18])([CH3:17])[CH3:16])=[O:13])[C:7]([N+:27]([O-:29])=[O:28])=[CH:6][N:5]=1)[CH3:31]. The yield is 0.990. (3) The reactants are [CH2:1]([NH:8][C:9]([C:11]1[S:15][C:14]([N:16]2[CH2:20][CH2:19][N:18]([CH2:21][C:22]3[CH:23]=[C:24]([CH:30]=[CH:31][CH:32]=3)[C:25]([O:27]CC)=[O:26])[C:17]2=[O:33])=[N:13][C:12]=1[CH3:34])=[O:10])[C:2]1[CH:7]=[CH:6][CH:5]=[CH:4][CH:3]=1.O.[OH-].[Li+]. The catalyst is O1CCCC1.O. The product is [CH2:1]([NH:8][C:9]([C:11]1[S:15][C:14]([N:16]2[CH2:20][CH2:19][N:18]([CH2:21][C:22]3[CH:23]=[C:24]([CH:30]=[CH:31][CH:32]=3)[C:25]([OH:27])=[O:26])[C:17]2=[O:33])=[N:13][C:12]=1[CH3:34])=[O:10])[C:2]1[CH:7]=[CH:6][CH:5]=[CH:4][CH:3]=1. The yield is 0.970. (4) The reactants are [Mg].[CH:2]1(Br)[CH2:5][CH2:4][CH2:3]1.[C:7]([O:11][C:12]([N:14]1[CH2:18][CH2:17][C@H:16]([C:19](=[O:24])N(OC)C)[CH2:15]1)=[O:13])([CH3:10])([CH3:9])[CH3:8]. The product is [C:7]([O:11][C:12]([N:14]1[CH2:18][CH2:17][C@H:16]([C:19]([CH:2]2[CH2:5][CH2:4][CH2:3]2)=[O:24])[CH2:15]1)=[O:13])([CH3:10])([CH3:9])[CH3:8]. The catalyst is C1COCC1.[H-].C([Al+]CC(C)C)C(C)C.II. The yield is 0.530. (5) The yield is 0.940. The reactants are [Cl:1][CH2:2][CH2:3][C:4](Cl)=[O:5].[CH2:7]([NH:9][C:10](=[O:19])[CH2:11][NH:12][C:13]1[CH:18]=[CH:17][CH:16]=[CH:15][CH:14]=1)[CH3:8]. The product is [Cl:1][CH2:2][CH2:3][C:4]([N:12]([CH2:11][C:10]([NH:9][CH2:7][CH3:8])=[O:19])[C:13]1[CH:18]=[CH:17][CH:16]=[CH:15][CH:14]=1)=[O:5]. The catalyst is CC(C)=O.